Task: Predict which catalyst facilitates the given reaction.. Dataset: Catalyst prediction with 721,799 reactions and 888 catalyst types from USPTO (1) The catalyst class is: 16. Product: [NH2:17][C:18]1[N:41]=[C:40]([NH:1][CH2:2][C:3]([OH:5])=[O:4])[CH:39]=[CH:38][C:19]=1[C:20](=[O:21])[NH:22][CH2:23][C:24]1[CH:29]=[CH:28][C:27]([O:30][CH2:31][C:32]2[CH:37]=[CH:36][CH:35]=[CH:34][CH:33]=2)=[CH:26][CH:25]=1. Reactant: [NH2:1][CH2:2][C:3]([OH:5])=[O:4].N12CCCN=C1CCCCC2.[NH2:17][C:18]1[N:41]=[C:40](Cl)[CH:39]=[CH:38][C:19]=1[C:20]([NH:22][CH2:23][C:24]1[CH:29]=[CH:28][C:27]([O:30][CH2:31][C:32]2[CH:37]=[CH:36][CH:35]=[CH:34][CH:33]=2)=[CH:26][CH:25]=1)=[O:21]. (2) Reactant: [Si:1]([O:8][C@H:9]1[C:14](=[CH2:15])[C@H:13]([O:16][Si:17]([C:20]([CH3:23])([CH3:22])[CH3:21])([CH3:19])[CH3:18])[CH2:12][CH:11]([OH:24])[CH2:10]1)([C:4]([CH3:7])([CH3:6])[CH3:5])([CH3:3])[CH3:2].CC(C)[O-].[Al+3].CC(C)[O-].CC(C)[O-].C1(=O)CCCCC1. Product: [Si:1]([O:8][C@H:9]1[C:14](=[CH2:15])[C@H:13]([O:16][Si:17]([C:20]([CH3:23])([CH3:22])[CH3:21])([CH3:19])[CH3:18])[CH2:12][C:11](=[O:24])[CH2:10]1)([C:4]([CH3:7])([CH3:6])[CH3:5])([CH3:3])[CH3:2]. The catalyst class is: 11. (3) Reactant: [CH2:1]1[C:9]2[C:4](=[C:5]([NH:10][C:11](=[O:13])[CH3:12])[CH:6]=[CH:7][CH:8]=2)[CH2:3][CH2:2]1.[O-:14]S([O-])(=O)=O.[Mg+2].[O-][Mn](=O)(=O)=O.[K+]. Product: [O:14]=[C:3]1[C:4]2[C:9](=[CH:8][CH:7]=[CH:6][C:5]=2[NH:10][C:11](=[O:13])[CH3:12])[CH2:1][CH2:2]1. The catalyst class is: 21.